The task is: Predict the product of the given reaction.. This data is from Forward reaction prediction with 1.9M reactions from USPTO patents (1976-2016). (1) The product is: [CH2:18]([O:17][C:15](=[O:16])[C:14]([NH:3][NH:2][C:1]([O:5][CH2:6][C:7]1[CH:12]=[CH:11][CH:10]=[CH:9][CH:8]=1)=[O:4])([CH3:21])[CH3:20])[CH3:19]. Given the reactants [C:1]([O:5][CH2:6][C:7]1[CH:12]=[CH:11][CH:10]=[CH:9][CH:8]=1)(=[O:4])[NH:2][NH2:3].Br[C:14]([CH3:21])([CH3:20])[C:15]([O:17][CH2:18][CH3:19])=[O:16].N1C=CC=CC=1.II, predict the reaction product. (2) Given the reactants [H-].[Al+3].[Li+].[H-].[H-].[H-].[CH:7](=[O:16])[CH:8]=[CH:9][C:10]1[CH:15]=[CH:14][CH:13]=[CH:12][CH:11]=1.[CH2:17]([O:24][CH2:25][CH2:26][O:27][CH2:28][CH2:29][O:30][C:31]1[CH:36]=[CH:35][C:34]([C:37]([C:39]2[CH:44]=[CH:43][CH:42]=[CH:41][CH:40]=2)=[O:38])=[CH:33][CH:32]=1)[C:18]1[CH:23]=[CH:22][CH:21]=[CH:20][CH:19]=1, predict the reaction product. The product is: [CH2:17]([O:24][CH2:25][CH2:26][O:27][CH2:28][CH2:29][O:30][C:31]1[CH:32]=[CH:33][C:34]([C:37]([C:39]2[CH:40]=[CH:41][CH:42]=[CH:43][CH:44]=2)([OH:38])[CH:9]([C:10]2[CH:15]=[CH:14][CH:13]=[CH:12][CH:11]=2)[CH2:8][CH2:7][OH:16])=[CH:35][CH:36]=1)[C:18]1[CH:23]=[CH:22][CH:21]=[CH:20][CH:19]=1.